This data is from Blood-brain barrier permeability classification from the B3DB database. The task is: Regression/Classification. Given a drug SMILES string, predict its absorption, distribution, metabolism, or excretion properties. Task type varies by dataset: regression for continuous measurements (e.g., permeability, clearance, half-life) or binary classification for categorical outcomes (e.g., BBB penetration, CYP inhibition). Dataset: b3db_classification. (1) The compound is CCCN1C[C@H](NS(=O)(=O)N(CC)CC)C[C@@H]2Cc3c(O)cccc3C[C@@H]21. The result is 1 (penetrates BBB). (2) The result is 1 (penetrates BBB). The molecule is NCCCS(=O)(=O)O. (3) The molecule is Nc1ccn([C@@H]2CC[C@@H](CO)O2)c(=O)n1. The result is 0 (does not penetrate BBB). (4) The compound is CN(C)C1CCc2[nH]c3c(F)cc(F)cc3c2C1. The result is 1 (penetrates BBB). (5) The result is 0 (does not penetrate BBB). The drug is CN(C)[C@H]1C(=O)C(C(N)=O)=C(O)[C@@]2(O)C(=O)C3=C(O)c4c(O)ccc(Cl)c4[C@@](C)(O)[C@H]3C[C@@H]12. (6) The molecule is COc1ccc(O)cc1. The result is 0 (does not penetrate BBB). (7) The molecule is CSc1ccc2c(c1)N(CC[C@H]1CCCCN1C)c1ccccc1S2. The result is 1 (penetrates BBB). (8) The compound is O=C1OCC[C@H]1C1(O)CCN(CCCN2c3ccccc3Sc3ccc(Cl)cc32)CC1. The result is 1 (penetrates BBB).